This data is from Forward reaction prediction with 1.9M reactions from USPTO patents (1976-2016). The task is: Predict the product of the given reaction. Given the reactants [C:1]([O:5][C:6]([NH:8][CH:9]1[CH2:13][CH2:12][N:11]([S:14]([C:17]2[C:18]3[C:19](Br)=[CH:20][N:21]=[CH:22][C:23]=3[CH:24]=[CH:25][CH:26]=2)(=[O:16])=[O:15])[CH2:10]1)=[O:7])([CH3:4])([CH3:3])[CH3:2].[C:28](C1C=C(C)C=C(C(C)(C)C)C=1O)(C)(C)[CH3:29].C(C([Sn])=C(CCCC)CCCC)CCC, predict the reaction product. The product is: [C:1]([O:5][C:6]([NH:8][CH:9]1[CH2:13][CH2:12][N:11]([S:14]([C:17]2[C:18]3[C:19]([CH:28]=[CH2:29])=[CH:20][N:21]=[CH:22][C:23]=3[CH:24]=[CH:25][CH:26]=2)(=[O:16])=[O:15])[CH2:10]1)=[O:7])([CH3:4])([CH3:3])[CH3:2].